Task: Regression. Given two drug SMILES strings and cell line genomic features, predict the synergy score measuring deviation from expected non-interaction effect.. Dataset: NCI-60 drug combinations with 297,098 pairs across 59 cell lines Cell line: RPMI-8226. Drug 2: C1=CC(=CC=C1CCCC(=O)O)N(CCCl)CCCl. Synergy scores: CSS=58.2, Synergy_ZIP=0.303, Synergy_Bliss=-0.374, Synergy_Loewe=-0.889, Synergy_HSA=3.59. Drug 1: C1=C(C(=O)NC(=O)N1)N(CCCl)CCCl.